Dataset: Tyrosyl-DNA phosphodiesterase HTS with 341,365 compounds. Task: Binary Classification. Given a drug SMILES string, predict its activity (active/inactive) in a high-throughput screening assay against a specified biological target. The compound is S1c2sc(c(c2N(c2c1cccc2)C(=O)CN(CC)CC)C(OCC)=O)C. The result is 0 (inactive).